From a dataset of Peptide-MHC class I binding affinity with 185,985 pairs from IEDB/IMGT. Regression. Given a peptide amino acid sequence and an MHC pseudo amino acid sequence, predict their binding affinity value. This is MHC class I binding data. (1) The peptide sequence is PISASDMQK. The MHC is HLA-A31:01 with pseudo-sequence HLA-A31:01. The binding affinity (normalized) is 0.479. (2) The peptide sequence is AKYEICLEK. The MHC is HLA-B27:05 with pseudo-sequence HLA-B27:05. The binding affinity (normalized) is 0.0847. (3) The peptide sequence is ETPQGLAKI. The MHC is HLA-A26:01 with pseudo-sequence HLA-A26:01. The binding affinity (normalized) is 0.203. (4) The peptide sequence is KDKNKWRM. The MHC is Mamu-B08 with pseudo-sequence Mamu-B08. The binding affinity (normalized) is 0. (5) The peptide sequence is LVGKLNWASQIY. The MHC is HLA-A26:01 with pseudo-sequence HLA-A26:01. The binding affinity (normalized) is 0.